This data is from Peptide-MHC class I binding affinity with 185,985 pairs from IEDB/IMGT. The task is: Regression. Given a peptide amino acid sequence and an MHC pseudo amino acid sequence, predict their binding affinity value. This is MHC class I binding data. (1) The peptide sequence is LPGTTLTAL. The MHC is HLA-B53:01 with pseudo-sequence HLA-B53:01. The binding affinity (normalized) is 0.558. (2) The peptide sequence is NGYRWQHQI. The MHC is HLA-B35:01 with pseudo-sequence HLA-B35:01. The binding affinity (normalized) is 0.377. (3) The peptide sequence is KFYGPFVDR. The MHC is Mamu-B17 with pseudo-sequence Mamu-B17. The binding affinity (normalized) is 0. (4) The peptide sequence is TLALEVARQK. The MHC is HLA-A03:01 with pseudo-sequence HLA-A03:01. The binding affinity (normalized) is 0.408. (5) The peptide sequence is ALMTLDDLA. The MHC is HLA-A30:01 with pseudo-sequence HLA-A30:01. The binding affinity (normalized) is 0. (6) The peptide sequence is VALMLQGNK. The MHC is HLA-B15:01 with pseudo-sequence HLA-B15:01. The binding affinity (normalized) is 0. (7) The peptide sequence is HLSGWELAK. The MHC is HLA-A02:12 with pseudo-sequence HLA-A02:12. The binding affinity (normalized) is 0.0847.